Dataset: Catalyst prediction with 721,799 reactions and 888 catalyst types from USPTO. Task: Predict which catalyst facilitates the given reaction. (1) Reactant: [Cl:1][C:2]1[CH:10]=[C:6]([C:7]([OH:9])=O)[C:5]([OH:11])=[CH:4][CH:3]=1.[F:12][C:13]([F:22])([F:21])[C:14]1[CH:20]=[CH:19][CH:18]=[CH:17][C:15]=1[NH2:16].P(Cl)(Cl)Cl.ClC1C=CC=CC=1. Product: [F:12][C:13]([F:21])([F:22])[C:14]1[CH:20]=[CH:19][CH:18]=[CH:17][C:15]=1[NH:16][C:7](=[O:9])[C:6]1[CH:10]=[C:2]([Cl:1])[CH:3]=[CH:4][C:5]=1[OH:11]. The catalyst class is: 81. (2) Reactant: [C:1]([O:5][C:6](=[O:35])[NH:7][C:8]1([C:12]2[CH:17]=[CH:16][C:15]([C:18]3[C:19]([C:29]4[CH:34]=[CH:33][CH:32]=[CH:31][CH:30]=4)=[CH:20][C:21]4[NH:26][C:25](=[O:27])[CH2:24][O:23][C:22]=4[N:28]=3)=[CH:14][CH:13]=2)[CH2:11][CH2:10][CH2:9]1)([CH3:4])([CH3:3])[CH3:2].[H-].[Na+].I[CH3:39].[NH4+].[Cl-]. Product: [C:1]([O:5][C:6](=[O:35])[NH:7][C:8]1([C:12]2[CH:13]=[CH:14][C:15]([C:18]3[C:19]([C:29]4[CH:30]=[CH:31][CH:32]=[CH:33][CH:34]=4)=[CH:20][C:21]4[N:26]([CH3:39])[C:25](=[O:27])[CH2:24][O:23][C:22]=4[N:28]=3)=[CH:16][CH:17]=2)[CH2:11][CH2:10][CH2:9]1)([CH3:4])([CH3:2])[CH3:3]. The catalyst class is: 3. (3) Reactant: [CH3:1][C:2]1([CH3:14])[C:6]([CH3:8])([CH3:7])[O:5][B:4]([C:9]2[CH:10]=[N:11][NH:12][CH:13]=2)[O:3]1.Br[CH2:16][C:17]([O:19][C:20]([CH3:23])([CH3:22])[CH3:21])=[O:18].C(=O)([O-])[O-].[Cs+].[Cs+]. Product: [CH3:1][C:2]1([CH3:14])[C:6]([CH3:7])([CH3:8])[O:5][B:4]([C:9]2[CH:13]=[N:12][N:11]([CH2:16][C:17]([O:19][C:20]([CH3:23])([CH3:22])[CH3:21])=[O:18])[CH:10]=2)[O:3]1. The catalyst class is: 10. (4) Reactant: [CH3:1][O:2][C:3]1[CH:4]=[C:5]2[C:10](=[CH:11][C:12]=1[O:13][CH3:14])[N:9]=[CH:8][N:7]=[C:6]2[O:15][C:16]1[CH:22]=[CH:21][C:19]([NH2:20])=[CH:18][CH:17]=1.C(N(CC)CC)C.[C:30](Cl)(Cl)=[S:31].[CH3:34][N:35]([CH3:39])[CH2:36][CH2:37][NH2:38]. Product: [CH3:1][O:2][C:3]1[CH:4]=[C:5]2[C:10](=[CH:11][C:12]=1[O:13][CH3:14])[N:9]=[CH:8][N:7]=[C:6]2[O:15][C:16]1[CH:22]=[CH:21][C:19]([NH:20][C:30]([NH:38][CH2:37][CH2:36][N:35]([CH3:39])[CH3:34])=[S:31])=[CH:18][CH:17]=1. The catalyst class is: 42.